From a dataset of Reaction yield outcomes from USPTO patents with 853,638 reactions. Predict the reaction yield, written as a fraction of the theoretical maximum amount of product (1.0 means a 100% yield; for example, 0.34 means a 34% yield). (1) The reactants are [CH3:1][O:2][C:3](=[O:16])[C:4]1[C:9]([F:10])=[CH:8][CH:7]=[C:6]([NH2:11])[C:5]=1[NH:12][CH:13]1[CH2:15][CH2:14]1.[C:17]([O:21][C:22]([NH:24][C@@H:25]([CH3:29])[C:26](O)=O)=[O:23])([CH3:20])([CH3:19])[CH3:18].C1C=NC2N(O)N=NC=2C=1.CCN=C=NCCCN(C)C.Cl. The yield is 0.550. The catalyst is C(Cl)Cl. The product is [CH3:1][O:2][C:3]([C:4]1[C:5]2[N:12]([CH:13]3[CH2:14][CH2:15]3)[C:29]([C@@H:25]([NH:24][C:22]([O:21][C:17]([CH3:19])([CH3:18])[CH3:20])=[O:23])[CH3:26])=[N:11][C:6]=2[CH:7]=[CH:8][C:9]=1[F:10])=[O:16]. (2) The reactants are [OH:1][C:2]1[CH:7]=[CH:6][C:5]([C:8]([C:10]2[CH:15]=[CH:14][C:13]([OH:16])=[CH:12][CH:11]=2)=O)=[CH:4][CH:3]=1.[C:17]([C:21]1[CH:29]=[CH:28][C:24]([C:25]([OH:27])=[O:26])=[CH:23][CH:22]=1)(=O)[CH2:18][CH3:19]. No catalyst specified. The product is [CH2:18]([C:17]([C:21]1[CH:29]=[CH:28][C:24]([C:25]([OH:27])=[O:26])=[CH:23][CH:22]=1)=[C:8]([C:10]1[CH:15]=[CH:14][C:13]([OH:16])=[CH:12][CH:11]=1)[C:5]1[CH:6]=[CH:7][C:2]([OH:1])=[CH:3][CH:4]=1)[CH3:19]. The yield is 0.350. (3) The reactants are [CH:1]([C:3]1[S:7][CH:6]=[C:5]([C:8]2[CH:9]=[C:10]3[C:14](=[C:15]([C:17]([NH2:19])=[O:18])[CH:16]=2)[NH:13][CH:12]=[C:11]3[CH:20]2[CH2:25][CH2:24][N:23]([S:26]([CH:29]([CH3:31])[CH3:30])(=[O:28])=[O:27])[CH2:22][CH2:21]2)[CH:4]=1)=O.[NH:32]1[CH2:36][CH2:35][CH2:34][C@@H:33]1[CH2:37][OH:38].C(O[BH-](OC(=O)C)OC(=O)C)(=O)C.[Na+]. The catalyst is CS(C)=O.C(O)(=O)C. The product is [OH:38][CH2:37][C@H:33]1[CH2:34][CH2:35][CH2:36][N:32]1[CH2:1][C:3]1[S:7][CH:6]=[C:5]([C:8]2[CH:9]=[C:10]3[C:14](=[C:15]([C:17]([NH2:19])=[O:18])[CH:16]=2)[NH:13][CH:12]=[C:11]3[CH:20]2[CH2:21][CH2:22][N:23]([S:26]([CH:29]([CH3:31])[CH3:30])(=[O:28])=[O:27])[CH2:24][CH2:25]2)[CH:4]=1. The yield is 0.697. (4) The reactants are [Cl:1][C:2]1[CH:10]=[C:9]2[C:5]([C:6](=[O:24])[N:7]([C:13]3[C:22]4[CH2:21][CH2:20][CH2:19][C:18](=O)[C:17]=4[CH:16]=[N:15][CH:14]=3)[C:8]2([CH3:12])[CH3:11])=[CH:4][CH:3]=1.[BH3-]C#[N:27].[Na+].CC([O-])=O.[NH4+]. The catalyst is C(O)(C)C. The product is [NH2:27][CH:18]1[C:17]2[CH:16]=[N:15][CH:14]=[C:13]([N:7]3[C:8]([CH3:12])([CH3:11])[C:9]4[C:5](=[CH:4][CH:3]=[C:2]([Cl:1])[CH:10]=4)[C:6]3=[O:24])[C:22]=2[CH2:21][CH2:20][CH2:19]1. The yield is 0.800. (5) The reactants are [CH2:1]([O:8][C:9]1[CH:30]=[CH:29][C:12]([CH2:13][N:14]2[CH:22]=[N:21][C:20]3[C:15]2=[N:16][C:17]([O:24][CH2:25][CH2:26][CH2:27][CH3:28])=[N:18][C:19]=3[NH2:23])=[CH:11][CH:10]=1)[C:2]1[CH:7]=[CH:6][CH:5]=[CH:4][CH:3]=1.C([O-])(=O)C.[Na+].[Br:36]Br.C(=O)([O-])O.[Na+].S([O-])([O-])(=O)=S.[Na+].[Na+]. The catalyst is C(Cl)(Cl)Cl. The product is [CH2:1]([O:8][C:9]1[CH:10]=[CH:11][C:12]([CH2:13][N:14]2[C:22]([Br:36])=[N:21][C:20]3[C:15]2=[N:16][C:17]([O:24][CH2:25][CH2:26][CH2:27][CH3:28])=[N:18][C:19]=3[NH2:23])=[CH:29][CH:30]=1)[C:2]1[CH:3]=[CH:4][CH:5]=[CH:6][CH:7]=1. The yield is 1.00. (6) The reactants are [C:1]([O:5][C:6]([N:8]1[CH2:12][CH:11]([O:13][C:14]2[CH:19]=[CH:18][C:17]([F:20])=[CH:16][C:15]=2[F:21])[CH2:10][CH:9]1[CH2:22][OH:23])=[O:7])([CH3:4])([CH3:3])[CH3:2].O[C:25]1[CH:34]=[CH:33][C:28]([C:29]([O:31][CH3:32])=[O:30])=[CH:27][CH:26]=1.C1C=CC(P(C2C=CC=CC=2)C2C=CC=CC=2)=CC=1.CC(OC(/N=N/C(OC(C)C)=O)=O)C. The catalyst is C1COCC1. The product is [C:1]([O:5][C:6]([N:8]1[CH2:12][CH:11]([O:13][C:14]2[CH:19]=[CH:18][C:17]([F:20])=[CH:16][C:15]=2[F:21])[CH2:10][CH:9]1[CH2:22][O:23][C:25]1[CH:34]=[CH:33][C:28]([C:29]([O:31][CH3:32])=[O:30])=[CH:27][CH:26]=1)=[O:7])([CH3:4])([CH3:3])[CH3:2]. The yield is 0.750. (7) The reactants are [C:1]([C:3]1[CH:35]=[CH:34][C:6]2[C:7]([C:28]3[CH:33]=[CH:32][CH:31]=[CH:30][CH:29]=3)=[C:8]([C:10]3[CH:15]=[CH:14][C:13]([C:16]4([NH:20][C:21](=[O:27])[O:22][C:23]([CH3:26])([CH3:25])[CH3:24])[CH2:19][CH2:18][CH2:17]4)=[CH:12][CH:11]=3)[O:9][C:5]=2[CH:4]=1)#[N:2].C(=O)([O-])[O-:37].[K+].[K+].OO. The catalyst is CS(C)=O.O. The product is [C:1]([C:3]1[CH:35]=[CH:34][C:6]2[C:7]([C:28]3[CH:29]=[CH:30][CH:31]=[CH:32][CH:33]=3)=[C:8]([C:10]3[CH:11]=[CH:12][C:13]([C:16]4([NH:20][C:21](=[O:27])[O:22][C:23]([CH3:26])([CH3:25])[CH3:24])[CH2:19][CH2:18][CH2:17]4)=[CH:14][CH:15]=3)[O:9][C:5]=2[CH:4]=1)(=[O:37])[NH2:2]. The yield is 0.990. (8) The reactants are [OH:1][CH:2]([CH2:22][CH2:23][CH2:24][CH2:25][CH2:26][CH2:27][CH2:28][C:29]([O:31][CH2:32]/[CH:33]=[CH:34]\[CH2:35][CH2:36][CH2:37][CH2:38][CH2:39][CH3:40])=[O:30])[CH2:3][CH2:4][CH2:5][CH2:6][CH2:7][CH2:8][CH2:9][C:10]([O:12][CH2:13]/[CH:14]=[CH:15]\[CH2:16][CH2:17][CH2:18][CH2:19][CH2:20][CH3:21])=[O:11].Cl.CN([CH:45](CC)[C:46](O)=[O:47])C.C[CH2:52][N:53]([CH:57](C)C)[CH:54]([CH3:56])C.CCN=C=NCCCN(C)C. The catalyst is ClCCl.CN(C1C=CN=CC=1)C.CO. The product is [CH3:57][N:53]([CH3:52])[CH2:54][CH2:56][CH2:45][C:46]([O:1][CH:2]([CH2:3][CH2:4][CH2:5][CH2:6][CH2:7][CH2:8][CH2:9][C:10]([O:12][CH2:13]/[CH:14]=[CH:15]\[CH2:16][CH2:17][CH2:18][CH2:19][CH2:20][CH3:21])=[O:11])[CH2:22][CH2:23][CH2:24][CH2:25][CH2:26][CH2:27][CH2:28][C:29]([O:31][CH2:32]/[CH:33]=[CH:34]\[CH2:35][CH2:36][CH2:37][CH2:38][CH2:39][CH3:40])=[O:30])=[O:47]. The yield is 0.620. (9) The reactants are [CH2:1]([C@@H:8]1[CH2:13][NH:12][CH2:11][CH2:10][N:9]1[C:14](=[O:32])[CH2:15][CH2:16][C:17]1[CH:31]=[CH:30][CH:29]=[CH:28][C:18]=1[O:19][C:20]1[CH:27]=[CH:26][CH:25]=[CH:24][C:21]=1[CH:22]=[O:23])[C:2]1[CH:7]=[CH:6][CH:5]=[CH:4][CH:3]=1.[BH4-].[Na+].C([O-])(O)=O.[Na+]. The catalyst is O1CCCC1.CO.C(OCC)(=O)C. The product is [CH2:1]([C@@H:8]1[CH2:13][NH:12][CH2:11][CH2:10][N:9]1[C:14](=[O:32])[CH2:15][CH2:16][C:17]1[CH:31]=[CH:30][CH:29]=[CH:28][C:18]=1[O:19][C:20]1[CH:27]=[CH:26][CH:25]=[CH:24][C:21]=1[CH2:22][OH:23])[C:2]1[CH:7]=[CH:6][CH:5]=[CH:4][CH:3]=1. The yield is 0.0770.